From a dataset of Full USPTO retrosynthesis dataset with 1.9M reactions from patents (1976-2016). Predict the reactants needed to synthesize the given product. (1) Given the product [CH3:3][C:2]([C@H:4]1[C@@H:8]2[C@@H:9]3[C@@:22]([CH3:25])([CH2:23][CH2:24][C@@:7]2([C:31]([OH:35])=[O:32])[CH2:6][CH2:5]1)[C@@:21]1([CH3:26])[C@@H:12]([C@:13]2([CH3:30])[C@@H:18]([CH2:19][CH2:20]1)[C:17]([CH3:28])([CH3:27])[C:16](=[O:29])[CH2:15][CH2:14]2)[CH2:11][CH2:10]3)=[CH2:1], predict the reactants needed to synthesize it. The reactants are: [CH3:1][C:2]([C@H:4]1[C@@H:8]2[C@@H:9]3[C@@:22]([CH3:25])([CH2:23][CH2:24][C@@:7]2([CH2:31][OH:32])[CH2:6][CH2:5]1)[C@@:21]1([CH3:26])[C@@H:12]([C@:13]2([CH3:30])[C@@H:18]([CH2:19][CH2:20]1)[C:17]([CH3:28])([CH3:27])[C@@H:16]([OH:29])[CH2:15][CH2:14]2)[CH2:11][CH2:10]3)=[CH2:3].CC(C)=[O:35]. (2) Given the product [CH:1]1([N:5]([CH3:17])[CH:6]2[CH2:9][NH:8][CH2:7]2)[CH2:4][CH2:3][CH2:2]1.[ClH:18], predict the reactants needed to synthesize it. The reactants are: [CH:1]1([N:5]([CH3:17])[CH:6]2[CH2:9][N:8](C(OC(C)(C)C)=O)[CH2:7]2)[CH2:4][CH2:3][CH2:2]1.[ClH:18].O1CCOCC1. (3) Given the product [CH3:1][O:2][C:3]1[CH:4]=[CH:5][C:6]([CH2:7][N:8]2[C:16]3[CH:15]=[CH:14][NH:13][C:12](=[O:17])[C:11]=3[C:10]([C:18]3[CH:19]=[C:20]([C:23]([O:25][CH3:28])=[O:24])[S:21][CH:22]=3)=[N:9]2)=[CH:26][CH:27]=1, predict the reactants needed to synthesize it. The reactants are: [CH3:1][O:2][C:3]1[CH:27]=[CH:26][C:6]([CH2:7][N:8]2[C:16]3[CH:15]=[CH:14][NH:13][C:12](=[O:17])[C:11]=3[C:10]([C:18]3[CH:19]=[C:20]([C:23]([OH:25])=[O:24])[S:21][CH:22]=3)=[N:9]2)=[CH:5][CH:4]=1.[CH3:28]CN=C=NCCCN(C)C.Cl.